From a dataset of Full USPTO retrosynthesis dataset with 1.9M reactions from patents (1976-2016). Predict the reactants needed to synthesize the given product. (1) Given the product [CH2:7]([O:14][C:15]1[C:20]2[NH:21][CH2:22][CH2:23][O:24][C:19]=2[CH:18]=[CH:17][CH:16]=1)[C:8]1[CH:9]=[CH:10][CH:11]=[CH:12][CH:13]=1, predict the reactants needed to synthesize it. The reactants are: [H-].[Al+3].[Li+].[H-].[H-].[H-].[CH2:7]([O:14][C:15]1[C:20]2[NH:21][C:22](=O)[CH2:23][O:24][C:19]=2[CH:18]=[CH:17][CH:16]=1)[C:8]1[CH:13]=[CH:12][CH:11]=[CH:10][CH:9]=1.O.[OH-].[Na+]. (2) Given the product [F:31][C:15]1[CH:14]=[C:13]([C:11]2[CH:10]=[N:9][N:8]([C:7]([CH2:56][OH:57])([CH2:33][OH:34])[C:6]([OH:5])=[O:32])[CH:12]=2)[C:25]2[C:24]3[C:19](=[CH:20][CH:21]=[CH:22][CH:23]=3)[C:18]([OH:30])([C:26]([F:29])([F:28])[F:27])[C:17]=2[CH:16]=1, predict the reactants needed to synthesize it. The reactants are: C([O:5][C:6](=[O:32])[CH2:7][N:8]1[CH:12]=[C:11]([C:13]2[C:25]3[C:24]4[C:19](=[CH:20][CH:21]=[CH:22][CH:23]=4)[C:18]([OH:30])([C:26]([F:29])([F:28])[F:27])[C:17]=3[CH:16]=[C:15]([F:31])[CH:14]=2)[CH:10]=[N:9]1)(C)(C)C.[CH2:33]=[O:34].[F-].C([N+](CCCC)(CCCC)CCCC)CCC.Cl.CN(C)[CH:56]=[O:57].